This data is from Forward reaction prediction with 1.9M reactions from USPTO patents (1976-2016). The task is: Predict the product of the given reaction. (1) Given the reactants [NH2:1][CH2:2][CH2:3][C:4]1[CH:9]=[CH:8][C:7]([S:10][C:11]2[CH:16]=[CH:15][C:14]([OH:17])=[CH:13][CH:12]=2)=[CH:6][CH:5]=1.[Cl:18][C:19]1[CH:20]=[C:21]([C@@H:25]2[CH2:27][O:26]2)[CH:22]=[CH:23][CH:24]=1, predict the reaction product. The product is: [Cl:18][C:19]1[CH:20]=[C:21]([C@@H:25]([OH:26])[CH2:27][NH:1][CH2:2][CH2:3][C:4]2[CH:5]=[CH:6][C:7]([S:10][C:11]3[CH:12]=[CH:13][C:14]([OH:17])=[CH:15][CH:16]=3)=[CH:8][CH:9]=2)[CH:22]=[CH:23][CH:24]=1. (2) Given the reactants C([O:3][C:4]([CH:6]1[CH2:11][N:10]([S:12]([C:15]2[CH:20]=[CH:19][CH:18]=[CH:17][CH:16]=2)(=[O:14])=[O:13])[CH2:9][CH:8]([C:21](OCC)=[O:22])[N:7]1[CH2:26][C:27]1[CH:32]=[CH:31][CH:30]=[CH:29][CH:28]=1)=O)C.[H-].[Al+3].[Li+].[H-].[H-].[H-].O.[OH-].[Na+], predict the reaction product. The product is: [C:15]1([S:12]([N:10]2[CH2:11][CH:6]([CH2:4][OH:3])[N:7]([CH2:26][C:27]3[CH:28]=[CH:29][CH:30]=[CH:31][CH:32]=3)[CH:8]([CH2:21][OH:22])[CH2:9]2)(=[O:14])=[O:13])[CH:16]=[CH:17][CH:18]=[CH:19][CH:20]=1. (3) Given the reactants [Cl:1][C:2]1[CH:3]=[C:4]([C:8]2[N:13]=[C:12]([C:14]([OH:16])=O)[CH:11]=[CH:10][C:9]=2[CH:17]2[CH2:21][CH2:20][O:19][CH2:18]2)[CH:5]=[CH:6][CH:7]=1.[CH3:22][C:23]([CH3:31])([C:25]1[N:29]=[C:28]([CH3:30])[O:27][N:26]=1)[NH2:24], predict the reaction product. The product is: [CH3:22][C:23]([NH:24][C:14]([C:12]1[CH:11]=[CH:10][C:9]([CH:17]2[CH2:21][CH2:20][O:19][CH2:18]2)=[C:8]([C:4]2[CH:5]=[CH:6][CH:7]=[C:2]([Cl:1])[CH:3]=2)[N:13]=1)=[O:16])([C:25]1[N:29]=[C:28]([CH3:30])[O:27][N:26]=1)[CH3:31].